Dataset: HIV replication inhibition screening data with 41,000+ compounds from the AIDS Antiviral Screen. Task: Binary Classification. Given a drug SMILES string, predict its activity (active/inactive) in a high-throughput screening assay against a specified biological target. (1) The drug is N#CC12C(=O)NC(=O)C1(C#N)C2c1ccccc1. The result is 0 (inactive). (2) The compound is O=c1c2cc([N+](=O)[O-])cnc2sn1-c1ccc(Br)cc1. The result is 0 (inactive). (3) The drug is Br.O=C1C(=Cc2ccc(Cl)cc2)SC2SC=C(c3ccc([N+](=O)[O-])cc3)N12. The result is 0 (inactive). (4) The drug is C=CCC(O)C1=CC(=O)c2c(O)ccc(O)c2C1=O. The result is 0 (inactive). (5) The drug is O=C(NNC(=S)NC1CCCCC1)C12CC3CC(CC(C3)C1)C2. The result is 0 (inactive).